Dataset: Reaction yield outcomes from USPTO patents with 853,638 reactions. Task: Predict the reaction yield, written as a fraction of the theoretical maximum amount of product (1.0 means a 100% yield; for example, 0.34 means a 34% yield). (1) The product is [CH2:1]([O:8][C:9]([N:11]1[CH2:15][C@H:14]([O:16][CH2:22][C:23]2[CH:28]=[CH:27][CH:26]=[CH:25][CH:24]=2)[CH2:13][C@@H:12]1[C:17]([OH:19])=[O:18])=[O:10])[C:2]1[CH:7]=[CH:6][CH:5]=[CH:4][CH:3]=1. The yield is 0.810. The reactants are [CH2:1]([O:8][C:9]([N:11]1[CH2:15][C@H:14]([OH:16])[CH2:13][C@@H:12]1[C:17]([OH:19])=[O:18])=[O:10])[C:2]1[CH:7]=[CH:6][CH:5]=[CH:4][CH:3]=1.[H-].[Na+].[CH2:22](Br)[C:23]1[CH:28]=[CH:27][CH:26]=[CH:25][CH:24]=1. The catalyst is O1CCCC1. (2) The reactants are C([N:8]1[CH2:14][C:13]2[N:15]=[CH:16][C:17]([N:19]3[CH:23]=[CH:22][N:21]=[C:20]3[CH3:24])=[N:18][C:12]=2[O:11][CH2:10][CH2:9]1)C1C=CC=CC=1.[ClH:25]. The catalyst is CO.[OH-].[OH-].[Pd+2]. The product is [ClH:25].[CH3:24][C:20]1[N:19]([C:17]2[CH:16]=[N:15][C:13]3[CH2:14][NH:8][CH2:9][CH2:10][O:11][C:12]=3[N:18]=2)[CH:23]=[CH:22][N:21]=1. The yield is 0.610.